From a dataset of Forward reaction prediction with 1.9M reactions from USPTO patents (1976-2016). Predict the product of the given reaction. (1) Given the reactants [C:1]([C:3]1[CH:35]=[CH:34][C:6]([O:7][C:8]2[C:13]([NH:14][S:15]([C:18]3[CH:23]=[CH:22][C:21]([F:24])=[CH:20][CH:19]=3)(=[O:17])=[O:16])=[CH:12][CH:11]=[C:10]([O:25][C:26]3[CH:31]=[CH:30][C:29]([C:32]#[N:33])=[CH:28][CH:27]=3)[N:9]=2)=[CH:5][CH:4]=1)#[N:2], predict the reaction product. The product is: [CH2:6]([O:7][C:1]([C:3]1[CH:35]=[CH:34][C:6]([O:7][C:8]2[C:13]([NH:14][S:15]([C:18]3[CH:23]=[CH:22][C:21]([F:24])=[CH:20][CH:19]=3)(=[O:17])=[O:16])=[CH:12][CH:11]=[C:10]([O:25][C:26]3[CH:31]=[CH:30][C:29]([C:32]([O:25][CH2:10][CH3:11])=[NH:33])=[CH:28][CH:27]=3)[N:9]=2)=[CH:5][CH:4]=1)=[NH:2])[CH3:5]. (2) Given the reactants [O:1]=[C:2]1[N:6]([C:7]2[CH:12]=[CH:11][C:10]([CH:13]3[CH2:18][CH2:17][NH:16][CH2:15][CH2:14]3)=[C:9]([F:19])[CH:8]=2)[CH2:5][C@H:4]([CH2:20][NH:21][C:22](=[O:24])[CH3:23])[O:3]1.N1C=CC=CC=1.[CH3:31][S:32](Cl)(=[O:34])=[O:33], predict the reaction product. The product is: [CH3:31][S:32]([N:16]1[CH2:15][CH2:14][CH:13]([C:10]2[CH:11]=[CH:12][C:7]([N:6]3[CH2:5][C@H:4]([CH2:20][NH:21][C:22](=[O:24])[CH3:23])[O:3][C:2]3=[O:1])=[CH:8][C:9]=2[F:19])[CH2:18][CH2:17]1)(=[O:34])=[O:33]. (3) Given the reactants [F:1][C:2]1[CH:10]=[C:9]2[C:5]([C:6]([C:11]3[CH2:12][CH2:13][NH:14][CH2:15][CH:16]=3)=[CH:7][NH:8]2)=[CH:4][CH:3]=1.[CH3:17][N:18]([CH3:38])[C:19]([C:21]1[CH:22]=[CH:23][C:24]2[CH:29]([CH2:30][CH2:31]CS([O-])(=O)=O)[O:28][CH2:27][CH2:26][C:25]=2[CH:37]=1)=[O:20].C(=O)([O-])[O-].[K+].[K+].[I-].[K+], predict the reaction product. The product is: [F:1][C:2]1[CH:10]=[C:9]2[C:5]([C:6]([C:11]3[CH2:12][CH2:13][N:14]([CH2:31][CH2:30][CH:29]4[C:24]5[CH:23]=[CH:22][C:21]([C:19]([N:18]([CH3:38])[CH3:17])=[O:20])=[CH:37][C:25]=5[CH2:26][CH2:27][O:28]4)[CH2:15][CH:16]=3)=[CH:7][NH:8]2)=[CH:4][CH:3]=1. (4) Given the reactants Cl.[CH3:2][C:3]1[CH:8]=[CH:7][CH:6]=[C:5]([CH3:9])[C:4]=1[NH:10][NH2:11].C[O-].[Na+].C(O[CH:18]=[CH:19][C:20]#[N:21])C, predict the reaction product. The product is: [CH3:2][C:3]1[CH:8]=[CH:7][CH:6]=[C:5]([CH3:9])[C:4]=1[N:10]1[CH:18]=[CH:19][C:20]([NH2:21])=[N:11]1. (5) Given the reactants Cl.[NH2:2][CH2:3][C:4]([NH:6][CH:7]([C:14]1[CH:19]=[CH:18][C:17]([Cl:20])=[CH:16][CH:15]=1)[C:8]1[CH:13]=[CH:12][CH:11]=[CH:10][CH:9]=1)=[O:5].[S:21]1[CH:25]=[CH:24][C:23]([C:26](O)=[O:27])=[CH:22]1, predict the reaction product. The product is: [Cl:20][C:17]1[CH:18]=[CH:19][C:14]([CH:7]([NH:6][C:4]([CH2:3][NH:2][C:26]([C:23]2[CH:24]=[CH:25][S:21][CH:22]=2)=[O:27])=[O:5])[C:8]2[CH:13]=[CH:12][CH:11]=[CH:10][CH:9]=2)=[CH:15][CH:16]=1.